This data is from Forward reaction prediction with 1.9M reactions from USPTO patents (1976-2016). The task is: Predict the product of the given reaction. (1) Given the reactants [NH2:1][CH2:2][CH2:3][C:4]1[C:12]2[C:7](=[CH:8][CH:9]=[CH:10][CH:11]=2)[NH:6][CH:5]=1.C(=O)([O-])[O-].[K+].[K+].Br[CH2:20][CH2:21][O:22][Si:23]([C:26]([CH3:29])([CH3:28])[CH3:27])([CH3:25])[CH3:24], predict the reaction product. The product is: [NH:6]1[C:7]2[C:12](=[CH:11][CH:10]=[CH:9][CH:8]=2)[C:4]([CH2:3][CH2:2][NH:1][CH2:20][CH2:21][O:22][Si:23]([C:26]([CH3:29])([CH3:28])[CH3:27])([CH3:25])[CH3:24])=[CH:5]1. (2) Given the reactants [C:1]1(=[O:7])[NH:5][C:4](=[O:6])[CH:3]=[CH:2]1.N#N.FC(F)(F)C(O)=O.[CH2:17]([N:24]([CH2:30]OC)[CH2:25][Si](C)(C)C)[C:18]1[CH:23]=[CH:22][CH:21]=[CH:20][CH:19]=1, predict the reaction product. The product is: [CH2:17]([N:24]1[CH2:30][CH:2]2[C:1](=[O:7])[NH:5][C:4](=[O:6])[CH:3]2[CH2:25]1)[C:18]1[CH:23]=[CH:22][CH:21]=[CH:20][CH:19]=1. (3) Given the reactants [NH2:1][C:2]1[CH:9]=[CH:8][CH:7]=[CH:6][C:3]=1[C:4]#N.[CH2:10]([Mg]Br)[CH3:11].Cl.[O:15]1CCCC1, predict the reaction product. The product is: [NH2:1][C:2]1[CH:9]=[CH:8][CH:7]=[CH:6][C:3]=1[C:4](=[O:15])[CH2:10][CH3:11]. (4) Given the reactants [F:1][C:2]1[CH:7]=[CH:6][C:5]([F:8])=[CH:4][C:3]=1[C@@H:9]1[N:13]([C:14]2[CH:19]=[CH:18][N:17]3[N:20]=[CH:21][C:22]([C:23]([OH:25])=O)=[C:16]3[N:15]=2)[C:12]([CH3:27])([CH3:26])[CH2:11][CH2:10]1.[Cl-].[NH4+:29], predict the reaction product. The product is: [F:1][C:2]1[CH:7]=[CH:6][C:5]([F:8])=[CH:4][C:3]=1[C@@H:9]1[N:13]([C:14]2[CH:19]=[CH:18][N:17]3[N:20]=[CH:21][C:22]([C:23]([NH2:29])=[O:25])=[C:16]3[N:15]=2)[C:12]([CH3:27])([CH3:26])[CH2:11][CH2:10]1. (5) Given the reactants [Cl:1][C:2]1[C:3]([O:20][CH3:21])=[C:4]([C:8]([CH3:19])([CH3:18])[CH2:9][C:10]([OH:17])([C:13]([F:16])([F:15])[F:14])[CH:11]=O)[CH:5]=[CH:6][CH:7]=1.[NH2:22][C:23]1[CH:31]=[CH:30][CH:29]=[C:28]2[C:24]=1[CH:25]=[N:26][NH:27]2, predict the reaction product. The product is: [F:14][C:13]([F:15])([F:16])[C:10]([CH:11]=[N:22][C:23]1[CH:31]=[CH:30][CH:29]=[C:28]2[C:24]=1[CH:25]=[N:26][NH:27]2)([OH:17])[CH2:9][C:8]([C:4]1[CH:5]=[CH:6][CH:7]=[C:2]([Cl:1])[C:3]=1[O:20][CH3:21])([CH3:19])[CH3:18]. (6) The product is: [ClH:33].[NH2:10][C:8]1[NH:7][C:6]2[CH:32]=[C:2]([NH:1][C:38]([C:39]3[CH:40]=[CH:41][CH:42]=[CH:43][C:44]=3[C:36]([OH:46])=[O:37])=[O:45])[CH:3]=[CH:4][C:5]=2[N:9]=1. Given the reactants [NH2:1][C:2]1[CH:3]=[CH:4][C:5]2[N:9]=[C:8]([N:10](C(OC(C)(C)C)=O)C(OC(C)(C)C)=O)[N:7](C(OC(C)(C)C)=O)[C:6]=2[CH:32]=1.[Cl:33]CCl.[C:36]1(=[O:46])[C:44]2[C:39](=[CH:40][CH:41]=[CH:42][CH:43]=2)[C:38](=[O:45])[O:37]1, predict the reaction product.